The task is: Predict which catalyst facilitates the given reaction.. This data is from Catalyst prediction with 721,799 reactions and 888 catalyst types from USPTO. (1) Reactant: Br[C:2]1[C:7]([N:8]([CH2:23][O:24][CH3:25])[S:9]([C:12]2[CH:17]=[CH:16][C:15]([Cl:18])=[C:14]([C:19]([F:22])([F:21])[F:20])[CH:13]=2)(=[O:11])=[O:10])=[CH:6][C:5]([Cl:26])=[CH:4][N:3]=1.C([Mg]Cl)(C)C.CON(C)[C:35](=[O:47])[C:36]1[CH:41]=[CH:40][CH:39]=[CH:38][C:37]=1[C:42]1[O:43][CH:44]=[CH:45][N:46]=1. Product: [Cl:18][C:15]1[CH:16]=[CH:17][C:12]([S:9]([N:8]([C:7]2[C:2]([C:35](=[O:47])[C:36]3[CH:41]=[CH:40][CH:39]=[CH:38][C:37]=3[C:42]3[O:43][CH:44]=[CH:45][N:46]=3)=[N:3][CH:4]=[C:5]([Cl:26])[CH:6]=2)[CH2:23][O:24][CH3:25])(=[O:11])=[O:10])=[CH:13][C:14]=1[C:19]([F:22])([F:21])[F:20]. The catalyst class is: 1. (2) Reactant: C([O:3][C:4](=O)[C:5]1[CH:10]=[C:9]([O:11][CH2:12][CH3:13])[C:8]([Cl:14])=[C:7]([O:15][CH2:16][CH3:17])[CH:6]=1)C.[H-].C([Al+]CC(C)C)C(C)C. Product: [Cl:14][C:8]1[C:9]([O:11][CH2:12][CH3:13])=[CH:10][C:5]([CH2:4][OH:3])=[CH:6][C:7]=1[O:15][CH2:16][CH3:17]. The catalyst class is: 4. (3) Reactant: [Cl:1][C:2]1[CH:7]=[CH:6][C:5]([C:8]2[C:14]3[CH:15]=[C:16]([O:19][CH3:20])[CH:17]=[CH:18][C:13]=3[N:12]3[C:21]([CH3:24])=[N:22][N:23]=[C:11]3[C@H:10]([CH2:25][C:26](O)=[O:27])[N:9]=2)=[CH:4][CH:3]=1.CN(C(ON1N=NC2C=CC=NC1=2)=[N+](C)C)C.F[P-](F)(F)(F)(F)F.CCN(C(C)C)C(C)C.[NH2:62][CH2:63][CH2:64][C:65]1[CH:70]=[CH:69][CH:68]=[C:67]([OH:71])[C:66]=1[OH:72]. Product: [Cl:1][C:2]1[CH:7]=[CH:6][C:5]([C:8]2[C:14]3[CH:15]=[C:16]([O:19][CH3:20])[CH:17]=[CH:18][C:13]=3[N:12]3[C:21]([CH3:24])=[N:22][N:23]=[C:11]3[C@H:10]([CH2:25][C:26]([NH:62][CH2:63][CH2:64][C:65]3[CH:70]=[CH:69][CH:68]=[C:67]([OH:71])[C:66]=3[OH:72])=[O:27])[N:9]=2)=[CH:4][CH:3]=1. The catalyst class is: 2. (4) Reactant: [CH3:1][C:2]([C:9]1[CH:10]=[N:11][CH:12]=[CH:13][CH:14]=1)([CH3:8])[C:3]([O:5]CC)=[O:4].[Li+].[OH-].O.Cl. Product: [CH3:8][C:2]([C:9]1[CH:10]=[N:11][CH:12]=[CH:13][CH:14]=1)([CH3:1])[C:3]([OH:5])=[O:4]. The catalyst class is: 14. (5) Reactant: C([Mg]Cl)(C)C.I[C:7]1[CH:14]=[CH:13][C:10]([C:11]#[N:12])=[CH:9][CH:8]=1.[O:15]1[CH2:20][CH2:19][C:18](=[O:21])[CH2:17][CH2:16]1. Product: [OH:21][C:18]1([C:7]2[CH:14]=[CH:13][C:10]([C:11]#[N:12])=[CH:9][CH:8]=2)[CH2:19][CH2:20][O:15][CH2:16][CH2:17]1. The catalyst class is: 385.